This data is from Forward reaction prediction with 1.9M reactions from USPTO patents (1976-2016). The task is: Predict the product of the given reaction. (1) Given the reactants [OH-].[Na+].[Cl:3][C:4]1[CH:5]=[C:6]([C:14]2[O:18][N:17]=[C:16]([C:19]3[CH:37]=[CH:36][C:22]4[CH2:23][N:24]([CH2:28][CH2:29][CH2:30][C:31]([O:33]CC)=[O:32])[CH2:25][CH2:26][O:27][C:21]=4[CH:20]=3)[N:15]=2)[CH:7]=[CH:8][C:9]=1[O:10][CH:11]([CH3:13])[CH3:12], predict the reaction product. The product is: [Cl:3][C:4]1[CH:5]=[C:6]([C:14]2[O:18][N:17]=[C:16]([C:19]3[CH:37]=[CH:36][C:22]4[CH2:23][N:24]([CH2:28][CH2:29][CH2:30][C:31]([OH:33])=[O:32])[CH2:25][CH2:26][O:27][C:21]=4[CH:20]=3)[N:15]=2)[CH:7]=[CH:8][C:9]=1[O:10][CH:11]([CH3:13])[CH3:12]. (2) Given the reactants [F:1][C:2]1[CH:3]=[C:4]([N:9]2[C:14](=[O:15])[C:13]([O:16]S(C3C=CC(C)=CC=3)(=O)=O)=[C:12]([C:27]3[CH:32]=[CH:31][C:30]([S:33]([CH3:36])(=[O:35])=[O:34])=[CH:29][CH:28]=3)[CH:11]=[N:10]2)[CH:5]=[CH:6][C:7]=1[F:8].[CH:37]1([CH2:42][CH2:43]O)[CH2:41][CH2:40][CH:39]=[CH:38]1, predict the reaction product. The product is: [F:1][C:2]1[CH:3]=[C:4]([N:9]2[C:14](=[O:15])[C:13]([O:16][CH2:43][CH2:42][CH:37]3[CH2:41][CH2:40][CH:39]=[CH:38]3)=[C:12]([C:27]3[CH:32]=[CH:31][C:30]([S:33]([CH3:36])(=[O:34])=[O:35])=[CH:29][CH:28]=3)[CH:11]=[N:10]2)[CH:5]=[CH:6][C:7]=1[F:8]. (3) Given the reactants Cl.[F:2][C:3]1[CH:32]=[CH:31][C:6]2[C:7]([CH:10]3[CH2:15][CH2:14][N:13]([CH2:16][CH2:17][C:18]4[C:23](=[O:24])[N:22]5[CH2:25][CH2:26][CH2:27][CH:28]([OH:29])[C:21]5=[N:20][C:19]=4[CH3:30])[CH2:12][CH2:11]3)=[N:8][O:9][C:5]=2[CH:4]=1.Cl.C.[OH-].[Na+], predict the reaction product. The product is: [CH3:30][C:19]1[N:20]=[C:21]2[N:22]([CH2:25][CH2:26][CH2:27][CH:28]2[OH:29])[C:23](=[O:24])[C:18]=1[CH2:17][CH2:16][N:13]1[CH2:14][CH2:15][CH:10]([C:7]2[C:6]3[CH:31]=[CH:32][C:3]([F:2])=[CH:4][C:5]=3[O:9][N:8]=2)[CH2:11][CH2:12]1. (4) Given the reactants [NH2:1][C:2]1[C:7]([C:8]#[N:9])=[C:6]([C:10]2[CH:15]=[CH:14][CH:13]=[C:12]([F:16])[CH:11]=2)[C:5]([C:17]#[N:18])=[C:4]([S:19]C2C=CC=CC=2)[N:3]=1.[S-2].[Na+].[Na+].Cl, predict the reaction product. The product is: [NH2:1][C:2]1[C:7]([C:8]#[N:9])=[C:6]([C:10]2[CH:15]=[CH:14][CH:13]=[C:12]([F:16])[CH:11]=2)[C:5]([C:17]#[N:18])=[C:4]([SH:19])[N:3]=1. (5) The product is: [Br:18][C:14]1[CH:13]=[C:12]([C:7]2([C:19]3[CH:24]=[CH:23][CH:22]=[C:21]([Br:25])[CH:20]=3)[CH2:8][N:9]([P:26](=[O:33])([O:30][CH2:31][CH3:32])[O:27][CH2:28][CH3:29])[CH2:6]2)[CH:17]=[CH:16][CH:15]=1. Given the reactants CS(O[CH2:6][C:7]([C:19]1[CH:24]=[CH:23][CH:22]=[C:21]([Br:25])[CH:20]=1)([C:12]1[CH:17]=[CH:16][CH:15]=[C:14]([Br:18])[CH:13]=1)[CH2:8][N:9]=[N+]=[N-])(=O)=O.[P:26]([O:33]CC)([O:30][CH2:31][CH3:32])[O:27][CH2:28][CH3:29].P(=N)(OCC)(OCC)OCC, predict the reaction product. (6) Given the reactants [CH:1]1([NH:7][C:8]2[C:13]([C:14]([NH2:16])=[O:15])=[CH:12][N:11]=[C:10](S(C)(=O)=O)[N:9]=2)[CH2:6][CH2:5][CH2:4][CH2:3][CH2:2]1.[O:21]1[CH2:26][CH2:25][N:24]([C:27]2[CH:33]=[CH:32][C:30]([NH2:31])=[CH:29][CH:28]=2)[CH2:23][CH2:22]1.Cl.O1CCOCC1.C(=O)(O)[O-].[Na+], predict the reaction product. The product is: [CH:1]1([NH:7][C:8]2[C:13]([C:14]([NH2:16])=[O:15])=[CH:12][N:11]=[C:10]([NH:31][C:30]3[CH:29]=[CH:28][C:27]([N:24]4[CH2:25][CH2:26][O:21][CH2:22][CH2:23]4)=[CH:33][CH:32]=3)[N:9]=2)[CH2:6][CH2:5][CH2:4][CH2:3][CH2:2]1. (7) Given the reactants [NH2:1][C:2]1[CH:7]=[CH:6][C:5]([C:8]2[CH:9]=[C:10]3[C:14](=C[CH:16]=2)[N:13](COC(=O)C(C)(C)C)[N:12]=[C:11]3[C:25]2[CH:30]=[CH:29][CH:28]=[CH:27][C:26]=2[O:31][CH3:32])=[CH:4][C:3]=1[C:33](=[O:37])[N:34]([CH3:36])[CH3:35].[C:38](Cl)(Cl)=[O:39].[CH3:42][N:43]([CH3:45])C.C[NH:47]C, predict the reaction product. The product is: [CH3:42][N:43]([CH3:45])[C:38](=[O:39])[NH:1][C:2]1[CH:7]=[CH:6][C:5]([C:8]2[CH:9]=[C:10]3[C:11]([C:25]4[CH:30]=[CH:29][CH:28]=[CH:27][C:26]=4[O:31][CH3:32])=[N:12][NH:13][C:14]3=[N:47][CH:16]=2)=[CH:4][C:3]=1[C:33]([N:34]([CH3:35])[CH3:36])=[O:37]. (8) The product is: [CH2:1]([NH:8][C:10]1[CH:11]=[C:12]([CH:18]=[CH:19][C:20]=1[N+:21]([O-:23])=[O:22])[C:13]([O:15][CH2:16][CH3:17])=[O:14])[C:2]1[CH:7]=[CH:6][CH:5]=[CH:4][CH:3]=1. Given the reactants [CH2:1]([NH2:8])[C:2]1[CH:7]=[CH:6][CH:5]=[CH:4][CH:3]=1.F[C:10]1[CH:11]=[C:12]([CH:18]=[CH:19][C:20]=1[N+:21]([O-:23])=[O:22])[C:13]([O:15][CH2:16][CH3:17])=[O:14], predict the reaction product. (9) The product is: [CH3:22][N:23]([CH:25]=[N:15][C:14]1[C:13]2[N:12]=[CH:11][N:10]([C:19]=2[N:18]=[CH:17][N:16]=1)[C@@H:2]1[O:9][C@H:6]([CH2:7][OH:8])[C@@H:4]([OH:5])[CH2:3]1)[CH3:24]. Given the reactants O.[C@@H:2]1([N:10]2[C:19]3[N:18]=[CH:17][N:16]=[C:14]([NH2:15])[C:13]=3[N:12]=[CH:11]2)[O:9][C@H:6]([CH2:7][OH:8])[C@@H:4]([OH:5])[CH2:3]1.CO[CH:22](OC)[N:23]([CH3:25])[CH3:24], predict the reaction product.